Dataset: Forward reaction prediction with 1.9M reactions from USPTO patents (1976-2016). Task: Predict the product of the given reaction. Given the reactants [O-]CC.[Na+].[Na].[C:6]([CH2:8][C:9]([O:11][CH2:12][CH3:13])=[O:10])#[N:7].Cl[C:15]1[C:19]2[CH:20]=[C:21]([N+:24]([O-:26])=[O:25])[CH:22]=[CH:23][C:18]=2[S:17][N:16]=1.Cl, predict the reaction product. The product is: [C:6]([CH:8]([C:15]1[C:19]2[CH:20]=[C:21]([N+:24]([O-:26])=[O:25])[CH:22]=[CH:23][C:18]=2[S:17][N:16]=1)[C:9]([O:11][CH2:12][CH3:13])=[O:10])#[N:7].